Dataset: Forward reaction prediction with 1.9M reactions from USPTO patents (1976-2016). Task: Predict the product of the given reaction. (1) Given the reactants O[NH:2][C@H:3]([C:19](N)=[O:20])[CH2:4][C:5]1[CH:10]=[CH:9][C:8]([O:11][CH2:12][C:13]2[CH:18]=[CH:17][CH:16]=[CH:15][CH:14]=2)=[CH:7][CH:6]=1.C(Cl)(Cl)=[O:23].C, predict the reaction product. The product is: [NH2:2][C@H:3]([C:19]([OH:20])=[O:23])[CH2:4][C:5]1[CH:10]=[CH:9][C:8]([O:11][CH2:12][C:13]2[CH:18]=[CH:17][CH:16]=[CH:15][CH:14]=2)=[CH:7][CH:6]=1. (2) Given the reactants [CH3:1][N:2]([CH3:12])[CH2:3][C:4]1[CH:9]=[CH:8][C:7]([CH:10]=[CH2:11])=[CH:6][CH:5]=1.I[C:14]1[C:22]2[C:17](=[CH:18][C:19]([CH:23]=[O:24])=[CH:20][CH:21]=2)[N:16]([CH2:25][O:26][CH2:27][CH2:28][Si:29]([CH3:32])([CH3:31])[CH3:30])[N:15]=1, predict the reaction product. The product is: [CH3:1][N:2]([CH2:3][C:4]1[CH:9]=[CH:8][C:7](/[CH:10]=[CH:11]/[C:14]2[C:22]3[C:17](=[CH:18][C:19]([CH:23]=[O:24])=[CH:20][CH:21]=3)[N:16]([CH2:25][O:26][CH2:27][CH2:28][Si:29]([CH3:32])([CH3:31])[CH3:30])[N:15]=2)=[CH:6][CH:5]=1)[CH3:12]. (3) Given the reactants [OH:1][C:2]1[C:3]([C:16]([NH:18][C:19]2[S:20][CH:21]=[CH:22][N:23]=2)=[O:17])=[CH:4][N:5]([CH2:9][C:10]2[CH:15]=[CH:14][CH:13]=[CH:12][CH:11]=2)[C:6](=[O:8])[CH:7]=1.OC1C([C:39]([OH:41])=[O:40])=CN(CC2C=CC=CC=2)C(=O)C=1.C(Cl)CCl.O.N1C2C(=NC=CC=2)N(O)N=1.S1C=CN=C1N.[CH3:63][N:64](C)[CH:65]=[O:66], predict the reaction product. The product is: [OH:1][C:2]1[C:3]([C:16]([NH:18][C:19]2[S:20][CH:21]=[CH:22][N:23]=2)=[O:17])=[CH:4][N:5]([CH2:9][C:10]2[CH:11]=[CH:12][CH:13]=[CH:14][CH:15]=2)[C:6](=[O:8])[C:7]=1[C:65]([NH:64][CH2:63][C:39]([OH:41])=[O:40])=[O:66]. (4) The product is: [C:5]([C:4]1[CH:3]=[C:2]([C:1]2[S:14][C:13]3[CH:15]=[CH:16][CH:17]=[CH:18][C:12]=3[C:11](=[O:19])[N:10]=2)[CH:9]=[CH:8][CH:7]=1)#[N:6]. Given the reactants [C:1](#[N:10])[C:2]1[CH:9]=[CH:8][CH:7]=[C:4]([C:5]#[N:6])[CH:3]=1.[C:11](OC)(=[O:19])[C:12]1[C:13](=[CH:15][CH:16]=[CH:17][CH:18]=1)[SH:14].C(N(CC)CC)C, predict the reaction product. (5) Given the reactants Cl.[CH3:2][O:3][C:4]1[CH:9]=[C:8]([CH3:10])[NH:7][C:6](=[O:11])[C:5]=1[CH2:12][NH:13][C:14]([C:16]1[C:24]2[C:19](=[CH:20][CH:21]=[CH:22][CH:23]=2)[N:18]([CH:25]([CH:27]2[CH2:32][CH2:31][NH:30][CH2:29][CH2:28]2)[CH3:26])[C:17]=1[CH3:33])=[O:15].C([O-])([O-])=O.[K+].[K+].CC#N.CN(C=O)C.Br[CH2:49][CH2:50][F:51], predict the reaction product. The product is: [F:51][CH2:50][CH2:49][N:30]1[CH2:29][CH2:28][CH:27]([CH:25]([N:18]2[C:19]3[C:24](=[CH:23][CH:22]=[CH:21][CH:20]=3)[C:16]([C:14]([NH:13][CH2:12][C:5]3[C:6](=[O:11])[NH:7][C:8]([CH3:10])=[CH:9][C:4]=3[O:3][CH3:2])=[O:15])=[C:17]2[CH3:33])[CH3:26])[CH2:32][CH2:31]1. (6) Given the reactants [CH:1]([C:3]1[CH:4]=[C:5]2[C:10](=[CH:11][CH:12]=1)[C:9](=O)[CH2:8][CH2:7][CH2:6]2)=[CH2:2].Cl.[NH2:15][OH:16].C([O-])(=O)C.[Na+], predict the reaction product. The product is: [CH:1]([C:3]1[CH:4]=[C:5]2[C:10](=[CH:11][CH:12]=1)[C:9](=[N:15][OH:16])[CH2:8][CH2:7][CH2:6]2)=[CH2:2]. (7) Given the reactants [Cl:1][C:2]1[N:7]=[C:6]([N:8]2[CH2:12][CH2:11][C@@:10]([CH:15]3[CH2:17][CH2:16]3)([C:13]#[N:14])[C:9]2=[O:18])[CH:5]=[CH:4][N:3]=1.[NH2:19][C:20]1[CH:21]=[N:22][N:23]([CH2:25][C:26]([NH:28][CH3:29])=[O:27])[CH:24]=1.C(O)(=O)C, predict the reaction product. The product is: [ClH:1].[C:13]([C@:10]1([CH:15]2[CH2:17][CH2:16]2)[CH2:11][CH2:12][N:8]([C:6]2[CH:5]=[CH:4][N:3]=[C:2]([NH:19][C:20]3[CH:21]=[N:22][N:23]([CH2:25][C:26]([NH:28][CH3:29])=[O:27])[CH:24]=3)[N:7]=2)[C:9]1=[O:18])#[N:14]. (8) Given the reactants C([O:3][C:4](=[O:39])[CH2:5][CH2:6][CH2:7][O:8][C:9]1[CH:14]=[CH:13][CH:12]=[C:11]([CH2:15][CH2:16][CH2:17][CH2:18][CH2:19][CH2:20][O:21][C:22]2[CH:27]=[C:26]([CH2:28][O:29][CH3:30])[CH:25]=[C:24]([Br:31])[CH:23]=2)[C:10]=1[CH2:32][CH2:33][C:34]([O:36]CC)=[O:35])C.[OH-].[Na+], predict the reaction product. The product is: [Br:31][C:24]1[CH:23]=[C:22]([CH:27]=[C:26]([CH2:28][O:29][CH3:30])[CH:25]=1)[O:21][CH2:20][CH2:19][CH2:18][CH2:17][CH2:16][CH2:15][C:11]1[C:10]([CH2:32][CH2:33][C:34]([OH:36])=[O:35])=[C:9]([CH:14]=[CH:13][CH:12]=1)[O:8][CH2:7][CH2:6][CH2:5][C:4]([OH:39])=[O:3].